The task is: Predict the reactants needed to synthesize the given product.. This data is from Full USPTO retrosynthesis dataset with 1.9M reactions from patents (1976-2016). (1) Given the product [Cl-:28].[Cl-:29].[C:14](=[Zr+2:33]([CH:14]1[CH:18]=[C:17]([C:19]([CH3:20])([CH3:21])[CH3:22])[CH:16]=[C:15]1[CH3:23])[CH:14]1[CH:18]=[C:17]([C:19]([CH3:21])([CH3:20])[CH3:22])[CH:16]=[C:15]1[CH3:23])([CH3:18])[CH3:15], predict the reactants needed to synthesize it. The reactants are: [CH3:23][C:15]1[CH:14](C([CH:14]2[CH:18]=[C:17]([C:19]([CH3:22])([CH3:21])[CH3:20])[CH:16]=[C:15]2[CH3:23])(C)C)[CH:18]=[C:17]([C:19]([CH3:22])([CH3:21])[CH3:20])[CH:16]=1.C[Sn]([Cl:28])(C)C.[Cl-:29].[Cl-].[Cl-].[Cl-].[Zr+4:33]. (2) Given the product [NH2:1][CH2:4][CH2:5][CH2:6][CH2:7][CH:8]1[CH2:12][CH2:11][N:10]([C:13]([O:15][C:16]([CH3:19])([CH3:18])[CH3:17])=[O:14])[CH2:9]1, predict the reactants needed to synthesize it. The reactants are: [N:1]([CH2:4][CH2:5][CH2:6][CH2:7][CH:8]1[CH2:12][CH2:11][N:10]([C:13]([O:15][C:16]([CH3:19])([CH3:18])[CH3:17])=[O:14])[CH2:9]1)=[N+]=[N-]. (3) Given the product [CH2:1]([C:4]1[CH:9]=[CH:8][C:7]([C:16]#[C:15][Si:12]([CH3:14])([CH3:13])[CH3:11])=[CH:6][CH:5]=1)[CH2:2][CH3:3], predict the reactants needed to synthesize it. The reactants are: [CH2:1]([C:4]1[CH:9]=[CH:8][C:7](Br)=[CH:6][CH:5]=1)[CH2:2][CH3:3].[CH3:11][Si:12]([C:15]#[CH:16])([CH3:14])[CH3:13].C(N(CC)CC)C.Cl. (4) Given the product [CH3:18][C:16]([NH:19][C:20](=[O:21])[O:22][C:23]([CH3:26])([CH3:25])[CH3:24])([CH3:15])[CH2:17][O:7][C:1]1[CH:6]=[CH:5][CH:4]=[CH:3][CH:2]=1, predict the reactants needed to synthesize it. The reactants are: [C:1]1([OH:7])[CH:6]=[CH:5][CH:4]=[CH:3][CH:2]=1.[H-].[Na+].CS(O[CH2:15][C:16]([NH:19][C:20]([O:22][C:23]([CH3:26])([CH3:25])[CH3:24])=[O:21])([CH3:18])[CH3:17])(=O)=O. (5) The reactants are: [Cl:1][C:2]1[CH:3]=[C:4]2[C:8](=[CH:9][CH:10]=1)[N:7]([CH2:11][CH:12]([CH3:14])[CH3:13])[CH:6]=[C:5]2[C:15]([OH:17])=O.O=S(Cl)[Cl:20]. Given the product [Cl:1][C:2]1[CH:3]=[C:4]2[C:8](=[CH:9][CH:10]=1)[N:7]([CH2:11][CH:12]([CH3:14])[CH3:13])[CH:6]=[C:5]2[C:15]([Cl:20])=[O:17], predict the reactants needed to synthesize it. (6) Given the product [O:36]=[C:32]1[CH:31]=[C:30]([CH2:22][CH2:23][C:24]2[CH:25]=[CH:26][CH:27]=[CH:28][CH:29]=2)[CH:35]=[CH:34][N:33]1[C:2]1[CH:7]=[CH:6][C:5]2[C:8]3[CH2:9][N:10]([C:15]([O:17][C:18]([CH3:21])([CH3:20])[CH3:19])=[O:16])[CH2:11][CH2:12][C:13]=3[O:14][C:4]=2[CH:3]=1, predict the reactants needed to synthesize it. The reactants are: Br[C:2]1[CH:7]=[CH:6][C:5]2[C:8]3[CH2:9][N:10]([C:15]([O:17][C:18]([CH3:21])([CH3:20])[CH3:19])=[O:16])[CH2:11][CH2:12][C:13]=3[O:14][C:4]=2[CH:3]=1.[CH2:22]([C:30]1[CH:35]=[CH:34][NH:33][C:32](=[O:36])[CH:31]=1)[CH2:23][C:24]1[CH:29]=[CH:28][CH:27]=[CH:26][CH:25]=1. (7) The reactants are: Br[C:2]1[CH:3]=[C:4]([NH:8][CH2:9][C:10]2[CH:15]=[CH:14][C:13]([Cl:16])=[C:12]([F:17])[CH:11]=2)[CH:5]=[CH:6][CH:7]=1.B(O)O.C([O-])(O)=O.[Na+].CO[CH2:28][CH2:29]OC.O. Given the product [Cl:16][C:13]1[CH:14]=[CH:15][C:10]([CH2:9][NH:8][C:4]2[CH:5]=[CH:6][CH:7]=[C:2]([C:29]3[CH:28]=[CH:9][N:8]=[CH:4][CH:3]=3)[CH:3]=2)=[CH:11][C:12]=1[F:17], predict the reactants needed to synthesize it. (8) Given the product [F:25][C:26]1[CH:31]=[CH:30][C:29]([CH2:32][NH:33][C:22]([C:10]2[N:11]=[C:12]3[N:17]([C:18](=[O:19])[C:9]=2[O:8][CH2:1][C:2]2[CH:3]=[CH:4][CH:5]=[CH:6][CH:7]=2)[CH2:16][CH2:15][O:14][C:13]3([CH3:21])[CH3:20])=[O:23])=[C:28]([I:34])[CH:27]=1, predict the reactants needed to synthesize it. The reactants are: [CH2:1]([O:8][C:9]1[C:18](=[O:19])[N:17]2[C:12]([C:13]([CH3:21])([CH3:20])[O:14][CH2:15][CH2:16]2)=[N:11][C:10]=1[C:22](O)=[O:23])[C:2]1[CH:7]=[CH:6][CH:5]=[CH:4][CH:3]=1.[F:25][C:26]1[CH:31]=[CH:30][C:29]([CH2:32][NH2:33])=[C:28]([I:34])[CH:27]=1. (9) Given the product [C:1]([C:3]1[C:4]([N:16]2[CH2:21][CH2:20][CH:19]([C:22](=[O:24])[NH:38][S:35]([CH2:34][C:27]3[C:28]([F:33])=[CH:29][CH:30]=[C:31]([F:32])[C:26]=3[F:25])(=[O:36])=[O:37])[CH2:18][CH2:17]2)=[N:5][C:6]([CH2:14][CH3:15])=[C:7]([CH:8]=1)[C:9]([O:11][CH2:12][CH3:13])=[O:10])#[N:2], predict the reactants needed to synthesize it. The reactants are: [C:1]([C:3]1[C:4]([N:16]2[CH2:21][CH2:20][CH:19]([C:22]([OH:24])=O)[CH2:18][CH2:17]2)=[N:5][C:6]([CH2:14][CH3:15])=[C:7]([C:9]([O:11][CH2:12][CH3:13])=[O:10])[CH:8]=1)#[N:2].[F:25][C:26]1[C:31]([F:32])=[CH:30][CH:29]=[C:28]([F:33])[C:27]=1[CH2:34][S:35]([NH2:38])(=[O:37])=[O:36].